Dataset: Catalyst prediction with 721,799 reactions and 888 catalyst types from USPTO. Task: Predict which catalyst facilitates the given reaction. (1) Reactant: [NH2:1][C:2]1[CH:17]=[CH:16][C:5]([CH:6]([P:8](=[O:15])([O:12][CH2:13][CH3:14])[O:9][CH2:10][CH3:11])[OH:7])=[CH:4][CH:3]=1.[N:18]1([C:27]2[O:28][C:29]([CH2:39][CH2:40][C:41](O)=[O:42])=[C:30]([C:32]3[CH:37]=[CH:36][C:35]([Cl:38])=[CH:34][CH:33]=3)[N:31]=2)[C:22]2[CH:23]=[CH:24][CH:25]=[CH:26][C:21]=2[N:20]=[CH:19]1.ON1C2N=CC=CC=2N=N1.C(N=C=NCCCN(C)C)C.Cl. Product: [N:18]1([C:27]2[O:28][C:29]([CH2:39][CH2:40][C:41]([NH:1][C:2]3[CH:3]=[CH:4][C:5]([CH:6]([P:8]([O:9][CH2:10][CH3:11])([O:12][CH2:13][CH3:14])=[O:15])[OH:7])=[CH:16][CH:17]=3)=[O:42])=[C:30]([C:32]3[CH:37]=[CH:36][C:35]([Cl:38])=[CH:34][CH:33]=3)[N:31]=2)[C:22]2[CH:23]=[CH:24][CH:25]=[CH:26][C:21]=2[N:20]=[CH:19]1. The catalyst class is: 9. (2) Reactant: P(Br)(Br)Br.[Br-].[CH3:6][O:7][C:8]1[CH:9]=[C:10]([CH:13]=[C:14]([O:16][CH3:17])[CH:15]=1)[CH2:11]Br.[C:18]([Si:20]([CH3:23])([CH3:22])[CH3:21])#[CH:19]. Product: [CH3:6][O:7][C:8]1[CH:9]=[C:10]([CH2:11][C:19]#[C:18][Si:20]([CH3:23])([CH3:22])[CH3:21])[CH:13]=[C:14]([O:16][CH3:17])[CH:15]=1. The catalyst class is: 4. (3) Reactant: [CH2:1]([C:3]1([CH3:12])[O:8][C:7](=[O:9])[CH:6]([CH3:10])[C:5](=[O:11])[O:4]1)[CH3:2].[CH3:13]N(C)C=O.C(=O)([O-])[O-].[K+].[K+].CI. Product: [CH2:1]([C:3]1([CH3:12])[O:4][C:5](=[O:11])[C:6]([CH3:13])([CH3:10])[C:7](=[O:9])[O:8]1)[CH3:2]. The catalyst class is: 13. (4) Reactant: [CH3:1][N:2]1[CH:10]=[C:9]2[C:4]([CH:5]=[C:6](B3OC(C)(C)C(C)(C)O3)[CH:7]=[C:8]2[O:11][C@@H:12]([C@H:14]2[CH2:18][NH:17][C:16](=[O:19])[CH2:15]2)[CH3:13])=[N:3]1.Br[C:30]1[CH:31]=[N:32][N:33]([CH2:35][CH2:36][C:37]([F:40])([F:39])[F:38])[CH:34]=1.C(=O)([O-])[O-].[Na+].[Na+]. Product: [CH3:1][N:2]1[CH:10]=[C:9]2[C:4]([CH:5]=[C:6]([C:30]3[CH:31]=[N:32][N:33]([CH2:35][CH2:36][C:37]([F:39])([F:40])[F:38])[CH:34]=3)[CH:7]=[C:8]2[O:11][C@@H:12]([C@H:14]2[CH2:18][NH:17][C:16](=[O:19])[CH2:15]2)[CH3:13])=[N:3]1. The catalyst class is: 40. (5) Reactant: [C:1]([O:5][C:6](=[O:21])[CH2:7][CH2:8][NH:9][CH2:10][C:11]1[C:12]([Cl:20])=[N:13][C:14]([C:17](=O)[CH3:18])=[CH:15][CH:16]=1)([CH3:4])([CH3:3])[CH3:2].Cl[C:23]1[CH:31]=[CH:30][C:26]([CH2:27][O:28][NH2:29])=[CH:25][C:24]=1[C:32]([F:35])([F:34])[F:33].[C:36](O)(=O)[CH3:37]. Product: [C:1]([O:5][C:6](=[O:21])[CH2:7][CH2:8][NH:9][CH2:10][C:11]1[C:12]([Cl:20])=[N:13][C:14]([C:17](=[N:29][O:28][CH2:27][C:26]2[CH:30]=[CH:31][C:23]([CH:37]3[CH2:36][CH2:15][CH2:16][CH2:11][CH2:10]3)=[C:24]([C:32]([F:35])([F:34])[F:33])[CH:25]=2)[CH3:18])=[CH:15][CH:16]=1)([CH3:4])([CH3:3])[CH3:2]. The catalyst class is: 5. (6) Product: [ClH:26].[CH:15]1([NH:14][C:13]([CH:12]2[CH2:11][S:10][CH2:9][NH:8]2)=[O:25])[C:24]2[C:19](=[CH:20][CH:21]=[CH:22][CH:23]=2)[CH2:18][CH2:17][CH2:16]1. Reactant: C(OC([N:8]1[CH:12]([C:13](=[O:25])[NH:14][CH:15]2[C:24]3[C:19](=[CH:20][CH:21]=[CH:22][CH:23]=3)[CH2:18][CH2:17][CH2:16]2)[CH2:11][S:10][CH2:9]1)=O)(C)(C)C.[ClH:26].O1CCOCC1.C(OCC)C. The catalyst class is: 13. (7) Reactant: [CH3:1][O:2][C:3]1[CH:8]=[CH:7][C:6]([SH:9])=[CH:5][CH:4]=1.C(N(CC)CC)C.O1CCCC1.Br[CH2:23][C:24]([O:26][CH2:27][CH3:28])=[O:25]. Product: [CH3:1][O:2][C:3]1[CH:8]=[CH:7][C:6]([S:9][CH2:23][C:24]([O:26][CH2:27][CH3:28])=[O:25])=[CH:5][CH:4]=1. The catalyst class is: 8. (8) Reactant: C([Si](C)(C)[O:6][C:7]1[C:12]([CH3:13])=[CH:11][C:10]([CH:14]2[C:22]3[C:17](=[CH:18][CH:19]=[CH:20][CH:21]=3)[N:16]([CH2:23][C:24]3[CH:29]=[CH:28][CH:27]=[CH:26][C:25]=3[Cl:30])[C:15]2=[O:31])=[CH:9][C:8]=1[CH3:32])(C)(C)C.[CH3:35][Si]([N-][Si](C)(C)C)(C)C.[K+].IC.[F-].C([N+](CCCC)(CCCC)CCCC)CCC.Cl. Product: [Cl:30][C:25]1[CH:26]=[CH:27][CH:28]=[CH:29][C:24]=1[CH2:23][N:16]1[C:17]2[C:22](=[CH:21][CH:20]=[CH:19][CH:18]=2)[C:14]([C:10]2[CH:9]=[C:8]([CH3:32])[C:7]([OH:6])=[C:12]([CH3:13])[CH:11]=2)([CH3:35])[C:15]1=[O:31]. The catalyst class is: 3. (9) Reactant: [C:1]1([CH3:53])[CH:6]=[CH:5][C:4]([S:7]([CH2:10][CH2:11][O:12][C:13](=[O:52])[CH2:14][O:15][C:16]2[CH:21]=[C:20](C)[C:19]([S:23]([N:26]3[C:30]4[CH:31]=[CH:32][CH:33]=[CH:34][C:29]=4[N:28]=[C:27]3[S:35]([CH2:37][C:38]3[C:43]([CH3:44])=[C:42]([O:45][CH2:46][C:47]([F:50])([F:49])[F:48])[CH:41]=[CH:40][N:39]=3)=[O:36])(=[O:25])=[O:24])=[C:18](C)[CH:17]=2)(=[O:9])=[O:8])=[CH:3][CH:2]=1.C([O-])(O)=O.[Na+]. Product: [C:1]1([CH3:53])[CH:6]=[CH:5][C:4]([S:7]([CH2:10][CH2:11][O:12][C:13](=[O:52])[CH2:14][O:15][C:16]2[CH:17]=[CH:18][C:19]([S:23]([N:26]3[C:30]4[CH:31]=[CH:32][CH:33]=[CH:34][C:29]=4[N:28]=[C:27]3[S:35]([CH2:37][C:38]3[C:43]([CH3:44])=[C:42]([O:45][CH2:46][C:47]([F:50])([F:48])[F:49])[CH:41]=[CH:40][N:39]=3)=[O:36])(=[O:24])=[O:25])=[CH:20][CH:21]=2)(=[O:8])=[O:9])=[CH:3][CH:2]=1. The catalyst class is: 20.